From a dataset of Full USPTO retrosynthesis dataset with 1.9M reactions from patents (1976-2016). Predict the reactants needed to synthesize the given product. (1) Given the product [CH2:1]([O:3][CH:4]([S:52][CH2:53][CH3:54])[C@@H:5]1[CH2:9][CH2:8][CH2:7][N:6]1[C:10](=[O:51])[C:11]1[CH:16]=[C:15]([O:17][CH3:18])[CH:14]=[C:13]([O:19][CH2:20][CH2:21][CH2:22][CH2:23][CH2:24][O:25][C:26]2[CH:31]=[CH:30][C:29]([C:32]3[NH:36][C:35]4[CH:37]=[C:38]([N:41]5[CH2:46][CH2:45][N:44]([CH2:47][CH3:60])[CH2:43][CH2:42]5)[CH:39]=[CH:40][C:34]=4[N:33]=3)=[CH:28][CH:27]=2)[C:12]=1[NH2:48])[CH3:2], predict the reactants needed to synthesize it. The reactants are: [CH2:1]([O:3][CH:4]([S:52][CH2:53][CH3:54])[C@@H:5]1[CH2:9][CH2:8][CH2:7][N:6]1[C:10](=[O:51])[C:11]1[CH:16]=[C:15]([O:17][CH3:18])[CH:14]=[C:13]([O:19][CH2:20][CH2:21][CH2:22][CH2:23][CH2:24][O:25][C:26]2[CH:31]=[CH:30][C:29]([C:32]3[NH:36][C:35]4[CH:37]=[C:38]([N:41]5[CH2:46][CH2:45][N:44]([CH3:47])[CH2:43][CH2:42]5)[CH:39]=[CH:40][C:34]=4[N:33]=3)=[CH:28][CH:27]=2)[C:12]=1[N+:48]([O-])=O)[CH3:2].O.O.Cl[Sn]Cl.[C:60]([O-])(O)=O.[Na+]. (2) Given the product [OH:18][C@@:19]([C@H:28]1[O:33][CH2:32][CH2:31][N:30]([C:34]2[CH:38]=[CH:37][N:36]([C:2]3[CH:7]=[CH:6][N:5]=[C:4]([O:8][CH2:9][C:10]4[CH:15]=[CH:14][C:13]([O:16][CH3:17])=[CH:12][CH:11]=4)[CH:3]=3)[N:35]=2)[C:29]1=[O:39])([CH3:27])[C:20]([O:22][C:23]([CH3:25])([CH3:26])[CH3:24])=[O:21], predict the reactants needed to synthesize it. The reactants are: I[C:2]1[CH:7]=[CH:6][N:5]=[C:4]([O:8][CH2:9][C:10]2[CH:15]=[CH:14][C:13]([O:16][CH3:17])=[CH:12][CH:11]=2)[CH:3]=1.[OH:18][C@@:19]([C@H:28]1[O:33][CH2:32][CH2:31][N:30]([C:34]2[CH:38]=[CH:37][NH:36][N:35]=2)[C:29]1=[O:39])([CH3:27])[C:20]([O:22][C:23]([CH3:26])([CH3:25])[CH3:24])=[O:21].BrC1C=CC(=O)N(C(F)F)C=1.NC1C=CNN=1. (3) Given the product [CH3:10][O:9][C:8]1[C:3]([O:2][CH3:1])=[CH:4][C:5]2[NH:19][CH2:17][C:13]3=[CH:14][CH:15]=[CH:16][N:12]3[CH2:11][C:6]=2[CH:7]=1, predict the reactants needed to synthesize it. The reactants are: [CH3:1][O:2][C:3]1[C:8]([O:9][CH3:10])=[CH:7][C:6]([CH2:11][N:12]2[CH:16]=[CH:15][CH:14]=[C:13]2[CH:17]=O)=[C:5]([N+:19]([O-])=O)[CH:4]=1.C(O)(=O)C.S([O-])([O-])(=O)=O.[Mg+2]. (4) The reactants are: Cl[C:2]1[N:26]=[CH:25][C:5]2[C:6]3[N:10]([CH2:11][CH2:12][O:13][C:4]=2[CH:3]=1)[CH:9]=[C:8]([C:14]1[N:15]([CH2:20][C:21]([F:24])([F:23])[F:22])[N:16]=[C:17]([CH3:19])[N:18]=1)[N:7]=3.[CH3:27][C:28]1[CH:39]=[CH:38][CH:37]=[CH:36][C:29]=1[CH2:30][CH:31]1[CH2:35][CH2:34][CH2:33][NH:32]1.CN1C(=O)CCC1. Given the product [CH3:19][C:17]1[N:18]=[C:14]([C:8]2[N:7]=[C:6]3[C:5]4[CH:25]=[N:26][C:2]([N:32]5[CH2:33][CH2:34][CH2:35][CH:31]5[CH2:30][C:29]5[CH:36]=[CH:37][CH:38]=[CH:39][C:28]=5[CH3:27])=[CH:3][C:4]=4[O:13][CH2:12][CH2:11][N:10]3[CH:9]=2)[N:15]([CH2:20][C:21]([F:24])([F:22])[F:23])[N:16]=1, predict the reactants needed to synthesize it. (5) Given the product [Cl:23][C:24]1[CH:25]=[C:26]([OH:47])[C:27]([NH:30][S:31]([C:34]2[CH:35]=[N:36][C:37]([N:44]([CH3:45])[CH3:46])=[C:38]([S:40]([CH3:43])(=[O:41])=[O:42])[CH:39]=2)(=[O:32])=[O:33])=[N:28][CH:29]=1, predict the reactants needed to synthesize it. The reactants are: ClC1N=NC(NS(CC2C=C(C#N)C=CC=2Cl)(=O)=O)=C(O)C=1.[Cl:23][C:24]1[CH:25]=[C:26]([O:47]C)[C:27]([NH:30][S:31]([C:34]2[CH:35]=[N:36][C:37]([N:44]([CH3:46])[CH3:45])=[C:38]([S:40]([CH3:43])(=[O:42])=[O:41])[CH:39]=2)(=[O:33])=[O:32])=[N:28][CH:29]=1.ClC1N=NC(NS(CC2C=C(C#N)C=CC=2Cl)(=O)=O)=C(OC)C=1. (6) Given the product [CH3:1][NH:2][CH2:10][CH2:9][CH2:8][CH2:7][CH2:6][CH2:5][C:4]([F:26])([F:3])[C:22]([F:25])([F:24])[F:23], predict the reactants needed to synthesize it. The reactants are: [CH3:1][NH2:2].[F:3][C:4]([F:26])([C:22]([F:25])([F:24])[F:23])[CH2:5][CH2:6][CH2:7][CH2:8][CH2:9][CH2:10]C1C=C(C)C=CC=1S([O-])(=O)=O. (7) Given the product [CH:1]1([C:4]2[NH:8][N:7]=[C:6]([NH:9][C:10]3[N:15]=[C:14]([N:16]4[CH2:21][CH2:20][O:19][CH2:18][CH2:17]4)[N:13]=[C:12]([N:22]4[CH2:26][C@@H:25]([O:27][CH3:28])[CH2:24][C@H:23]4[C:29]([NH:44][C@@H:45]4[CH2:50][CH2:49][CH2:48][N:47]([C:51]([O:53][C:54]([CH3:57])([CH3:56])[CH3:55])=[O:52])[CH2:46]4)=[O:30])[N:11]=3)[CH:5]=2)[CH2:3][CH2:2]1, predict the reactants needed to synthesize it. The reactants are: [CH:1]1([C:4]2[NH:8][N:7]=[C:6]([NH:9][C:10]3[N:15]=[C:14]([N:16]4[CH2:21][CH2:20][O:19][CH2:18][CH2:17]4)[N:13]=[C:12]([N:22]4[CH2:26][C@@H:25]([O:27][CH3:28])[CH2:24][C@H:23]4[C:29](O)=[O:30])[N:11]=3)[CH:5]=2)[CH2:3][CH2:2]1.Cl.C(N=C=NCCCN(C)C)C.[NH2:44][C@@H:45]1[CH2:50][CH2:49][CH2:48][N:47]([C:51]([O:53][C:54]([CH3:57])([CH3:56])[CH3:55])=[O:52])[CH2:46]1.O.N1(O)C2C=CC=CC=2N=N1.CCN(CC)CC. (8) Given the product [Br:1][C:2]1[CH:7]=[CH:6][C:5]([F:8])=[C:4]([NH:9][C:24](=[O:25])[C:26]([F:29])([F:28])[F:27])[CH:3]=1, predict the reactants needed to synthesize it. The reactants are: [Br:1][C:2]1[CH:7]=[CH:6][C:5]([F:8])=[C:4]([N+:9]([O-])=O)[CH:3]=1.[Sn](Cl)Cl.[OH-].[Na+].C(N(CC)CC)C.[C:24](O[C:24]([C:26]([F:29])([F:28])[F:27])=[O:25])([C:26]([F:29])([F:28])[F:27])=[O:25].